Dataset: Full USPTO retrosynthesis dataset with 1.9M reactions from patents (1976-2016). Task: Predict the reactants needed to synthesize the given product. (1) Given the product [CH2:1]([O:3][C:4](=[O:31])[C:5]([O:8][C:9]1[CH:14]=[CH:13][C:12]([O:15][CH2:16][CH2:17][C:18]2[N:19]=[C:20]([C:24]3[CH:29]=[CH:28][C:27]([C:34]4[C:33]([Cl:32])=[CH:38][CH:37]=[CH:36][C:35]=4[Cl:39])=[CH:26][CH:25]=3)[O:21][C:22]=2[CH3:23])=[CH:11][CH:10]=1)([CH3:7])[CH3:6])[CH3:2], predict the reactants needed to synthesize it. The reactants are: [CH2:1]([O:3][C:4](=[O:31])[C:5]([O:8][C:9]1[CH:14]=[CH:13][C:12]([O:15][CH2:16][CH2:17][C:18]2[N:19]=[C:20]([C:24]3[CH:29]=[CH:28][C:27](Br)=[CH:26][CH:25]=3)[O:21][C:22]=2[CH3:23])=[CH:11][CH:10]=1)([CH3:7])[CH3:6])[CH3:2].[Cl:32][C:33]1[CH:38]=[CH:37][CH:36]=[C:35]([Cl:39])[C:34]=1B(O)O.[F-].[K+].C1(P(C2CCCCC2)C2C=CC=CC=2C2C=CC=CC=2)CCCCC1. (2) Given the product [Cl:21][C:10]1[C:9]2[CH2:8][CH2:7][CH2:6][C:5]([CH2:16][CH2:17][CH3:18])([CH2:13][CH2:14][CH3:15])[C:4]=2[N:3]=[C:2]([CH3:1])[N:11]=1, predict the reactants needed to synthesize it. The reactants are: [CH3:1][C:2]1[NH:11][C:10](=O)[C:9]2[CH2:8][CH2:7][CH2:6][C:5]([CH2:16][CH2:17][CH3:18])([CH2:13][CH2:14][CH3:15])[C:4]=2[N:3]=1.O=P(Cl)(Cl)[Cl:21]. (3) Given the product [Cl:1][C:2]1[N:9]=[C:8]([C:10]2[CH:11]=[CH:12][CH:13]=[CH:14][CH:15]=2)[C:7]([C:16]2[CH:21]=[CH:20][C:19](=[O:22])[N:18]([CH:23]([CH3:25])[CH3:24])[N:17]=2)=[CH:6][C:3]=1[C:4]([NH2:5])=[O:31], predict the reactants needed to synthesize it. The reactants are: [Cl:1][C:2]1[N:9]=[C:8]([C:10]2[CH:15]=[CH:14][CH:13]=[CH:12][CH:11]=2)[C:7]([C:16]2[CH:21]=[CH:20][C:19](=[O:22])[N:18]([CH:23]([CH3:25])[CH3:24])[N:17]=2)=[CH:6][C:3]=1[C:4]#[N:5].OO.O.CC[O:31]C(C)=O. (4) Given the product [CH3:15][C:11]12[C:12]([CH3:13])([CH3:14])[CH:7]([NH:8][CH2:9][CH2:10]1)[CH2:6][C:5]1[CH:4]=[C:3]([OH:2])[CH:20]=[CH:19][C:18]2=1, predict the reactants needed to synthesize it. The reactants are: C[O:2][C:3]1[CH:4]=[C:5]([CH:18]=[CH:19][CH:20]=1)[CH2:6][CH:7]1[C:12]([CH3:14])([CH3:13])[C:11](=[CH2:15])[CH2:10][CH2:9][N:8]1C=O.Br. (5) Given the product [CH3:39][O:38][C:35]1[CH:36]=[CH:37][C:32]([C:30](=[O:31])[CH2:29][Br:40])=[CH:33][CH:34]=1, predict the reactants needed to synthesize it. The reactants are: [I-].C(N(/C(/C1SC=C(C2C=CC(OC)=CC=2)[N+]=1C)=C/C1C=CC=CC=1)CC)C.[CH3:29][C:30]([C:32]1[CH:37]=[CH:36][C:35]([O:38][CH3:39])=[CH:34][CH:33]=1)=[O:31].[Br:40]Br.